From a dataset of Catalyst prediction with 721,799 reactions and 888 catalyst types from USPTO. Predict which catalyst facilitates the given reaction. (1) Reactant: [OH-].[Na+].[CH3:3][C:4]1[O:5][C:6]2[CH:12]=[C:11]([C:13]([O:15]C)=[O:14])[CH:10]=[C:9]([O:17][CH2:18][CH:19]([CH3:21])[CH3:20])[C:7]=2[CH:8]=1.C1COCC1. Product: [CH3:3][C:4]1[O:5][C:6]2[CH:12]=[C:11]([C:13]([OH:15])=[O:14])[CH:10]=[C:9]([O:17][CH2:18][CH:19]([CH3:21])[CH3:20])[C:7]=2[CH:8]=1. The catalyst class is: 5. (2) Reactant: [C:1]([C:3]1[C:12]2[C:7](=[CH:8][CH:9]=[CH:10][CH:11]=2)[C:6]([C:13]2[C:14]([S:19][C:20]([CH3:27])([CH3:26])[C:21]([O:23]CC)=[O:22])=[N:15][CH:16]=[CH:17][CH:18]=2)=[CH:5][CH:4]=1)#[N:2].[OH-].[Na+]. Product: [C:1]([C:3]1[C:12]2[C:7](=[CH:8][CH:9]=[CH:10][CH:11]=2)[C:6]([C:13]2[C:14]([S:19][C:20]([CH3:27])([CH3:26])[C:21]([OH:23])=[O:22])=[N:15][CH:16]=[CH:17][CH:18]=2)=[CH:5][CH:4]=1)#[N:2]. The catalyst class is: 5. (3) Reactant: [F:1][C:2]([F:12])([F:11])[C:3]1[CH:4]=[C:5]([NH:9][NH2:10])[CH:6]=[CH:7][CH:8]=1.C([O-])(=O)C.[Na+].[N:18]1[CH:23]=[CH:22][C:21]([CH:24]=O)=[CH:20][CH:19]=1.[OH-].[NH4+]. Product: [N:18]1[CH:23]=[CH:22][C:21](/[CH:24]=[N:10]/[NH:9][C:5]2[CH:6]=[CH:7][CH:8]=[C:3]([C:2]([F:11])([F:12])[F:1])[CH:4]=2)=[CH:20][CH:19]=1. The catalyst class is: 15. (4) Reactant: [CH:1]([NH:4][CH3:5])([CH3:3])[CH3:2].[N+](C1C=C([N+]([O-])=O)C=CC=1O[C:19](=[O:22])[CH2:20][Br:21])([O-])=O. Product: [Br:21][CH2:20][C:19]([N:4]([CH:1]([CH3:3])[CH3:2])[CH3:5])=[O:22]. The catalyst class is: 2. (5) Reactant: [C:1]([O:5][C:6]([NH:8][CH:9]([C:13]([F:16])([CH3:15])[CH3:14])[C:10](O)=[O:11])=[O:7])([CH3:4])([CH3:3])[CH3:2].Cl.CN.[CH:20]([N:23](CC)C(C)C)(C)C.O.ON1C2C=CC=CC=2N=N1.CN(C)CCCN=C=NCC. Product: [F:16][C:13]([CH3:15])([CH3:14])[CH:9]([NH:8][C:6](=[O:7])[O:5][C:1]([CH3:4])([CH3:3])[CH3:2])[C:10]([NH:23][CH3:20])=[O:11]. The catalyst class is: 4. (6) Product: [I:23][CH2:2][CH2:3][N:4]1[CH2:9][CH2:8][CH2:7][C@@H:6]([NH:10][C:11](=[O:17])[O:12][C:13]([CH3:16])([CH3:15])[CH3:14])[CH2:5]1. Reactant: O[CH2:2][CH2:3][N:4]1[CH2:9][CH2:8][CH2:7][C@@H:6]([NH:10][C:11](=[O:17])[O:12][C:13]([CH3:16])([CH3:15])[CH3:14])[CH2:5]1.N1C=CN=C1.[I:23]I. The catalyst class is: 2.